From a dataset of Forward reaction prediction with 1.9M reactions from USPTO patents (1976-2016). Predict the product of the given reaction. (1) Given the reactants Cl[C:2]1[N:7]=[C:6]2[NH:8][N:9]=[C:10]([C:11]3[CH:16]=[CH:15][N:14]=[C:13]([S:17][CH3:18])[N:12]=3)[C:5]2=[CH:4][N:3]=1.[NH2:19][CH2:20][CH2:21][N:22]1[CH2:27][CH2:26][N:25]([C:28]([O:30][C:31]([CH3:34])([CH3:33])[CH3:32])=[O:29])[CH2:24][CH2:23]1.C(N(CC)CC)C, predict the reaction product. The product is: [C:31]([O:30][C:28]([N:25]1[CH2:24][CH2:23][N:22]([CH2:21][CH2:20][NH:19][C:2]2[N:7]=[C:6]3[NH:8][N:9]=[C:10]([C:11]4[CH:16]=[CH:15][N:14]=[C:13]([S:17][CH3:18])[N:12]=4)[C:5]3=[CH:4][N:3]=2)[CH2:27][CH2:26]1)=[O:29])([CH3:34])([CH3:33])[CH3:32]. (2) Given the reactants [CH3:1][C@@H:2]1[O:7][CH2:6][C@@H:5]2[CH2:8][CH2:9][C@@H:10]([C:12]([O:14]C)=[O:13])[CH2:11][N:4]2[C:3]1=[O:16].O[Li].O, predict the reaction product. The product is: [CH3:1][C@@H:2]1[O:7][CH2:6][C@@H:5]2[CH2:8][CH2:9][C@@H:10]([C:12]([OH:14])=[O:13])[CH2:11][N:4]2[C:3]1=[O:16]. (3) Given the reactants [CH3:1][O:2][C:3]1[CH:8]=[CH:7][C:6]([CH:9]([C:14]2[CH:19]=[CH:18][C:17]([O:20][CH3:21])=[CH:16][CH:15]=2)[CH2:10][CH:11]([NH2:13])[CH3:12])=[CH:5][CH:4]=1.[CH2:22]([O:29][C:30]([NH:32][C:33]1[CH:38]=[CH:37][C:36]([O:39][CH2:40][C@H:41]2[O:43][CH2:42]2)=[CH:35][N:34]=1)=[O:31])[C:23]1[CH:28]=[CH:27][CH:26]=[CH:25][CH:24]=1, predict the reaction product. The product is: [CH2:22]([O:29][C:30](=[O:31])[NH:32][C:33]1[CH:38]=[CH:37][C:36]([O:39][CH2:40][C@@H:41]([OH:43])[CH2:42][NH:13][CH:11]([CH3:12])[CH2:10][CH:9]([C:6]2[CH:5]=[CH:4][C:3]([O:2][CH3:1])=[CH:8][CH:7]=2)[C:14]2[CH:15]=[CH:16][C:17]([O:20][CH3:21])=[CH:18][CH:19]=2)=[CH:35][N:34]=1)[C:23]1[CH:28]=[CH:27][CH:26]=[CH:25][CH:24]=1.